Dataset: Reaction yield outcomes from USPTO patents with 853,638 reactions. Task: Predict the reaction yield, written as a fraction of the theoretical maximum amount of product (1.0 means a 100% yield; for example, 0.34 means a 34% yield). (1) The reactants are [F:1][C:2]([F:9])([F:8])[C:3]1[CH:7]=[CH:6][NH:5][N:4]=1.Cl[C:11]1[C:16]([Cl:17])=[CH:15][CH:14]=[CH:13][N:12]=1.CN(C)C=O.C(=O)([O-])[O-].[K+].[K+]. The catalyst is O. The product is [Cl:17][C:16]1[C:11]([N:5]2[CH:6]=[CH:7][C:3]([C:2]([F:9])([F:8])[F:1])=[N:4]2)=[N:12][CH:13]=[CH:14][CH:15]=1. The yield is 0.815. (2) The reactants are [F:1][C:2]1[CH:7]=[C:6]([N+:8]([O-])=O)[C:5]([N:11]2[CH2:16][CH2:15][CH:14]([CH3:17])[CH2:13][CH2:12]2)=[CH:4][C:3]=1[N:18]1[CH2:23][CH2:22][N:21]([CH3:24])[CH2:20][CH2:19]1.[C:25]([C:27]1[O:31][C:30]([C:32](O)=[O:33])=[CH:29][CH:28]=1)#[N:26].C(Cl)(=O)C(Cl)=O.CCN(C(C)C)C(C)C. The catalyst is [Pd].CCOC(C)=O. The product is [F:1][C:2]1[C:3]([N:18]2[CH2:23][CH2:22][N:21]([CH3:24])[CH2:20][CH2:19]2)=[CH:4][C:5]([N:11]2[CH2:16][CH2:15][CH:14]([CH3:17])[CH2:13][CH2:12]2)=[C:6]([NH:8][C:32]([C:30]2[O:31][C:27]([C:25]#[N:26])=[CH:28][CH:29]=2)=[O:33])[CH:7]=1. The yield is 0.820. (3) The reactants are [C:1]([O:5][C:6]([NH:8][CH:9]1[CH2:13][CH2:12][NH:11][CH2:10]1)=[O:7])([CH3:4])([CH3:3])[CH3:2].C(N(CC)CC)C.Cl[C:22]([O:24][CH2:25][C:26]1[CH:31]=[CH:30][CH:29]=[CH:28][CH:27]=1)=[O:23]. The catalyst is C1COCC1. The product is [C:22]([N:11]1[CH2:12][CH2:13][CH:9]([NH:8][C:6]([O:5][C:1]([CH3:4])([CH3:2])[CH3:3])=[O:7])[CH2:10]1)([O:24][CH2:25][C:26]1[CH:31]=[CH:30][CH:29]=[CH:28][CH:27]=1)=[O:23]. The yield is 0.830. (4) The reactants are [S:1]1[C:5]([CH:6]=O)=[CH:4][C:3]2[CH:8]=[CH:9][CH:10]=[CH:11][C:2]1=2.[C:12](Br)(Br)([Br:14])[Br:13].C1(P(C2C=CC=CC=2)C2C=CC=CC=2)C=CC=CC=1. The catalyst is C(Cl)Cl. The product is [Br:13][C:12]([Br:14])=[CH:6][C:5]1[S:1][C:2]2[CH:11]=[CH:10][CH:9]=[CH:8][C:3]=2[CH:4]=1. The yield is 0.670. (5) The reactants are C[O:2][C:3]([C:5]1[CH:14]=[N:13][C:12]2[N:11]3[CH2:15][CH2:16][CH2:17][C@H:10]3[C:9](=[O:18])[NH:8][C:7]=2[CH:6]=1)=O.[H-].[Na+].[H-].[H-].[H-].[H-].[Li+].[Al+3]. The catalyst is C1COCC1. The product is [OH:2][CH2:3][C:5]1[CH:14]=[N:13][C:12]2[N:11]3[CH2:15][CH2:16][CH2:17][C@H:10]3[C:9](=[O:18])[NH:8][C:7]=2[CH:6]=1. The yield is 0.740. (6) The reactants are [NH2:1][C:2]1[CH:7]=[CH:6][C:5]([N:8]2[CH2:13][CH2:12][CH:11]([C:14]3[O:18][C:17](=[O:19])[NH:16][N:15]=3)[CH2:10][CH2:9]2)=[CH:4][CH:3]=1.[N+:20]([C:23]1[O:27][C:26]([CH:28]=O)=[CH:25][CH:24]=1)([O-:22])=[O:21]. The catalyst is CC(O)=O.CO. The product is [N+:20]([C:23]1[O:27][C:26](/[CH:28]=[N:1]/[C:2]2[CH:3]=[CH:4][C:5]([N:8]3[CH2:9][CH2:10][CH:11]([C:14]4[O:18][C:17](=[O:19])[NH:16][N:15]=4)[CH2:12][CH2:13]3)=[CH:6][CH:7]=2)=[CH:25][CH:24]=1)([O-:22])=[O:21]. The yield is 0.800. (7) The reactants are Cl.[N+:2]([C:5]1[CH:11]=[C:10]([N+:12]([O-])=O)[CH:9]=[C:8]([I:15])[C:6]=1[NH2:7])([O-])=O.[OH-].[Na+].CO.[CH3:20]COC(C)=O. No catalyst specified. The product is [I:15][C:8]1[C:6]2[N:7]=[CH:20][NH:2][C:5]=2[CH:11]=[C:10]([NH2:12])[CH:9]=1. The yield is 0.00330. (8) The reactants are Br[C:2]1[C:3]([F:19])=[CH:4][C:5]2[O:11][CH2:10][CH2:9][N:8]3[CH:12]=[C:13]([C:15]([NH2:17])=[O:16])[N:14]=[C:7]3[C:6]=2[CH:18]=1.[CH3:20][C:21]([OH:26])([C:24]#[CH:25])[CH2:22][OH:23]. No catalyst specified. The product is [OH:26][C:21]([CH3:20])([CH2:22][OH:23])[C:24]#[C:25][C:2]1[C:3]([F:19])=[CH:4][C:5]2[O:11][CH2:10][CH2:9][N:8]3[CH:12]=[C:13]([C:15]([NH2:17])=[O:16])[N:14]=[C:7]3[C:6]=2[CH:18]=1. The yield is 0.150.